Dataset: Full USPTO retrosynthesis dataset with 1.9M reactions from patents (1976-2016). Task: Predict the reactants needed to synthesize the given product. The reactants are: [OH:1][C@@:2]1([C:9]#[C:10][C:11]2[CH:12]=[C:13]([N:17]3[C:21]4=[N:22][C:23]([N:26]5[CH2:31][CH2:30][O:29][CH2:28][CH2:27]5)=[CH:24][CH:25]=[C:20]4[C:19]([C:32]([O:34]C)=O)=[N:18]3)[CH:14]=[CH:15][CH:16]=2)[CH2:6][CH2:5][N:4]([CH3:7])[C:3]1=[O:8].[NH3:36]. Given the product [OH:1][C@@:2]1([C:9]#[C:10][C:11]2[CH:12]=[C:13]([N:17]3[C:21]4=[N:22][C:23]([N:26]5[CH2:31][CH2:30][O:29][CH2:28][CH2:27]5)=[CH:24][CH:25]=[C:20]4[C:19]([C:32]([NH2:36])=[O:34])=[N:18]3)[CH:14]=[CH:15][CH:16]=2)[CH2:6][CH2:5][N:4]([CH3:7])[C:3]1=[O:8], predict the reactants needed to synthesize it.